The task is: Predict the reactants needed to synthesize the given product.. This data is from Full USPTO retrosynthesis dataset with 1.9M reactions from patents (1976-2016). (1) Given the product [CH3:9][C@@H:8]1[CH2:7][CH2:6][CH2:5][N:4]([C:10](=[O:11])[C:12]2[C:17]([N:18]3[N:22]=[CH:21][CH:20]=[N:19]3)=[CH:16][CH:15]=[C:14]([CH3:23])[N:13]=2)[C@@H:3]1[CH2:2][NH:1][C:25]1[N:30]=[CH:29][C:28]([C:31]#[N:32])=[CH:27][N:26]=1, predict the reactants needed to synthesize it. The reactants are: [NH2:1][CH2:2][C@@H:3]1[C@H:8]([CH3:9])[CH2:7][CH2:6][CH2:5][N:4]1[C:10]([C:12]1[C:17]([N:18]2[N:22]=[CH:21][CH:20]=[N:19]2)=[CH:16][CH:15]=[C:14]([CH3:23])[N:13]=1)=[O:11].Cl[C:25]1[N:30]=[CH:29][C:28]([C:31]#[N:32])=[CH:27][N:26]=1. (2) Given the product [NH:42]1[C:50]2=[N:49][CH:48]=[CH:47][CH:46]=[C:45]2[C:44]([CH:51]=[C:7]2[O:6][C:5]([NH:41][CH:35]3[CH2:40][CH2:39][CH2:38][CH2:37][CH2:36]3)=[C:9]([C:10]([O:12][CH:13]([CH3:14])[CH3:15])=[O:11])[C:8]2=[O:16])=[CH:43]1, predict the reactants needed to synthesize it. The reactants are: C(O[C:5]1[O:6][CH2:7][C:8](=[O:16])[C:9]=1[C:10]([O:12][CH:13]([CH3:15])[CH3:14])=[O:11])(C)C.C(OC(C)C)(=O)CC(OC(C)C)=O.ClCC(Cl)=O.[CH:35]1([NH2:41])[CH2:40][CH2:39][CH2:38][CH2:37][CH2:36]1.[NH:42]1[C:50]2[C:45](=[CH:46][CH:47]=[CH:48][N:49]=2)[C:44]([CH:51]=O)=[CH:43]1.N1CCCCC1. (3) The reactants are: [CH2:1]([O:8][C:9]1[CH:14]=[C:13]([N+:15]([O-])=O)[CH:12]=[CH:11][C:10]=1[O:18][CH3:19])[C:2]1[CH:7]=[CH:6][CH:5]=[CH:4][CH:3]=1.CCOC(C)=O.O.O.Cl[Sn]Cl.C([O-])(O)=O.[Na+]. Given the product [CH2:1]([O:8][C:9]1[CH:14]=[C:13]([NH2:15])[CH:12]=[CH:11][C:10]=1[O:18][CH3:19])[C:2]1[CH:3]=[CH:4][CH:5]=[CH:6][CH:7]=1, predict the reactants needed to synthesize it. (4) Given the product [NH2:1][C@@H:2]1[C@@H:6]([OH:7])[CH2:5][N:4]([C:8]2[CH:27]=[CH:26][C:11]([C:12]([NH:14][C:15]3[CH:20]=[CH:19][C:18]([O:21][C:22]([Cl:25])([F:24])[F:23])=[CH:17][CH:16]=3)=[O:13])=[CH:10][C:9]=2[C:33]2[NH:32][N:31]=[C:30]([CH3:29])[CH:34]=2)[CH2:3]1, predict the reactants needed to synthesize it. The reactants are: [NH2:1][C@@H:2]1[C@@H:6]([OH:7])[CH2:5][N:4]([C:8]2[CH:27]=[CH:26][C:11]([C:12]([NH:14][C:15]3[CH:20]=[CH:19][C:18]([O:21][C:22]([Cl:25])([F:24])[F:23])=[CH:17][CH:16]=3)=[O:13])=[CH:10][C:9]=2Br)[CH2:3]1.[CH3:29][C:30]1[CH:34]=[C:33](B2OC(C)(C)C(C)(C)O2)[N:32](C2CCCCO2)[N:31]=1. (5) The reactants are: C1(C)C=CC(S(O[CH2:11][CH:12]=[C:13]([C:16]([F:19])([F:18])[F:17])[CH2:14][CH3:15])(=O)=O)=CC=1.[F:21][C:22]([F:34])([F:33])[CH2:23][CH2:24][S:25]([CH2:28][C:29]([O:31][CH3:32])=[O:30])(=[O:27])=[O:26].[H-].[Na+].Cl. Given the product [F:17][C:16]([F:19])([F:18])[C:13]([CH2:14][CH3:15])=[CH:12][CH2:11][CH:28]([S:25]([CH2:24][CH2:23][C:22]([F:21])([F:33])[F:34])(=[O:26])=[O:27])[C:29]([O:31][CH3:32])=[O:30], predict the reactants needed to synthesize it. (6) Given the product [F:26][C:25]([F:28])([F:27])[CH2:24][O:23][C:20]1[CH:19]=[CH:18][C:17]([N:8]2[C:9](=[O:16])[C:10]3[NH:15][CH:14]=[CH:13][C:11]=3[N:12]=[C:7]2[S:6][CH2:31][C:30]([F:34])([F:33])[F:29])=[CH:22][CH:21]=1, predict the reactants needed to synthesize it. The reactants are: C(=O)([O-])O.[Na+].[S:6]=[C:7]1[NH:12][C:11]2[CH:13]=[CH:14][NH:15][C:10]=2[C:9](=[O:16])[N:8]1[C:17]1[CH:22]=[CH:21][C:20]([O:23][CH2:24][C:25]([F:28])([F:27])[F:26])=[CH:19][CH:18]=1.[F:29][C:30]([F:34])([F:33])[CH2:31]I.CN(C)C=O. (7) Given the product [OH:16][CH2:15][C:14]([NH:13][C:11]([C:10]1[C:4]2[C:5](=[N:6][CH:7]=[C:2]([N:27]3[C:35]4[C:30](=[CH:31][CH:32]=[CH:33][CH:34]=4)[C:29]([CH:36]4[CH2:41][CH2:40][N:39]([C:42]([O:44][C:45]([CH3:48])([CH3:47])[CH3:46])=[O:43])[CH2:38][CH2:37]4)=[N:28]3)[N:3]=2)[N:8]([CH2:19][O:20][CH2:21][CH2:22][Si:23]([CH3:26])([CH3:25])[CH3:24])[CH:9]=1)=[O:12])([CH3:18])[CH3:17], predict the reactants needed to synthesize it. The reactants are: Br[C:2]1[N:3]=[C:4]2[C:10]([C:11]([NH:13][C:14]([CH3:18])([CH3:17])[CH2:15][OH:16])=[O:12])=[CH:9][N:8]([CH2:19][O:20][CH2:21][CH2:22][Si:23]([CH3:26])([CH3:25])[CH3:24])[C:5]2=[N:6][CH:7]=1.[NH:27]1[C:35]2[C:30](=[CH:31][CH:32]=[CH:33][CH:34]=2)[C:29]([CH:36]2[CH2:41][CH2:40][N:39]([C:42]([O:44][C:45]([CH3:48])([CH3:47])[CH3:46])=[O:43])[CH2:38][CH2:37]2)=[N:28]1.CC(C)([O-])C.[Na+].